From a dataset of Catalyst prediction with 721,799 reactions and 888 catalyst types from USPTO. Predict which catalyst facilitates the given reaction. (1) Reactant: C(OC(=O)[NH:7][C:8]1[CH:13]=[CH:12][C:11]([C:14]([F:17])([F:16])[F:15])=[CH:10][C:9]=1[NH:18][C:19](=[O:44])[CH2:20][C:21]([C:23]1[CH:28]=[CH:27][CH:26]=[C:25]([C:29]2[CH:34]=[C:33]([CH2:35][O:36]C3CCCCO3)[N:32]=[C:31]([CH3:43])[CH:30]=2)[CH:24]=1)=O)(C)(C)C.C(O)(C(F)(F)F)=O. Product: [OH:36][CH2:35][C:33]1[CH:34]=[C:29]([C:25]2[CH:24]=[C:23]([C:21]3[CH2:20][C:19](=[O:44])[NH:18][C:9]4[CH:10]=[C:11]([C:14]([F:17])([F:15])[F:16])[CH:12]=[CH:13][C:8]=4[N:7]=3)[CH:28]=[CH:27][CH:26]=2)[CH:30]=[C:31]([CH3:43])[N:32]=1. The catalyst class is: 2. (2) Product: [CH2:1]([O:8][C:9]1[CH:19]=[C:12]2[C:13](=[O:18])[N:14]([C:33]3[CH:47]=[CH:46][C:31]([F:27])=[CH:30][N:29]=3)[CH2:15][CH2:16][CH2:17][N:11]2[N:10]=1)[C:2]1[CH:3]=[CH:4][CH:5]=[CH:6][CH:7]=1. The catalyst class is: 205. Reactant: [CH2:1]([O:8][C:9]1[CH:19]=[C:12]2[C:13](=[O:18])[NH:14][CH2:15][CH2:16][CH2:17][N:11]2[N:10]=1)[C:2]1[CH:7]=[CH:6][CH:5]=[CH:4][CH:3]=1.BrC1C=CC=C([F:27])N=1.C[N:29]([CH3:33])[CH2:30][CH2:31]N.[O-]P([O-])([O-])=O.[K+].[K+].[K+].O1[CH2:47][CH2:46]OCC1.